The task is: Regression. Given two drug SMILES strings and cell line genomic features, predict the synergy score measuring deviation from expected non-interaction effect.. This data is from NCI-60 drug combinations with 297,098 pairs across 59 cell lines. (1) Drug 1: C1CN1C2=NC(=NC(=N2)N3CC3)N4CC4. Drug 2: C1CC(=O)NC(=O)C1N2C(=O)C3=CC=CC=C3C2=O. Cell line: UACC62. Synergy scores: CSS=40.9, Synergy_ZIP=1.63, Synergy_Bliss=2.97, Synergy_Loewe=-22.7, Synergy_HSA=1.73. (2) Drug 1: C1=CC=C(C=C1)NC(=O)CCCCCCC(=O)NO. Drug 2: CCN(CC)CCNC(=O)C1=C(NC(=C1C)C=C2C3=C(C=CC(=C3)F)NC2=O)C. Cell line: SF-539. Synergy scores: CSS=15.4, Synergy_ZIP=-7.24, Synergy_Bliss=-15.3, Synergy_Loewe=-11.6, Synergy_HSA=-10.2. (3) Drug 1: C1=CC(=CC=C1C#N)C(C2=CC=C(C=C2)C#N)N3C=NC=N3. Drug 2: COC1=NC(=NC2=C1N=CN2C3C(C(C(O3)CO)O)O)N. Cell line: UO-31. Synergy scores: CSS=-2.78, Synergy_ZIP=1.36, Synergy_Bliss=0.336, Synergy_Loewe=-5.25, Synergy_HSA=-5.77. (4) Drug 1: C1=CC(=CC=C1C#N)C(C2=CC=C(C=C2)C#N)N3C=NC=N3. Drug 2: C1C(C(OC1N2C=NC3=C(N=C(N=C32)Cl)N)CO)O. Cell line: SNB-19. Synergy scores: CSS=35.4, Synergy_ZIP=-1.72, Synergy_Bliss=-1.39, Synergy_Loewe=-14.9, Synergy_HSA=-3.47.